This data is from Forward reaction prediction with 1.9M reactions from USPTO patents (1976-2016). The task is: Predict the product of the given reaction. Given the reactants [NH2:1][CH2:2][C@H:3]1[N:8]([C:9]([C:11]2[N:12]=[C:13]([CH3:23])[S:14][C:15]=2[C:16]2[CH:21]=[CH:20][CH:19]=[C:18]([Cl:22])[CH:17]=2)=[O:10])[CH2:7][C@H:6]2[C@@H:4]1[CH2:5]2.[Cl:24][C:25]1[CH:26]=[C:27]([CH:31]=[CH:32][CH:33]=1)[C:28](O)=[O:29], predict the reaction product. The product is: [Cl:24][C:25]1[CH:26]=[C:27]([CH:31]=[CH:32][CH:33]=1)[C:28]([NH:1][CH2:2][C@H:3]1[N:8]([C:9]([C:11]2[N:12]=[C:13]([CH3:23])[S:14][C:15]=2[C:16]2[CH:21]=[CH:20][CH:19]=[C:18]([Cl:22])[CH:17]=2)=[O:10])[CH2:7][C@H:6]2[C@@H:4]1[CH2:5]2)=[O:29].